From a dataset of Forward reaction prediction with 1.9M reactions from USPTO patents (1976-2016). Predict the product of the given reaction. (1) Given the reactants C(O[CH:4](OCC)[C:5](=[NH:16])[NH:6][CH2:7][C:8]1[CH:13]=[CH:12][C:11]([O:14][CH3:15])=[CH:10][CH:9]=1)C, predict the reaction product. The product is: [CH3:15][O:14][C:11]1[CH:10]=[C:9]2[C:8](=[CH:13][CH:12]=1)[CH:7]=[N:6][C:5]([NH2:16])=[CH:4]2. (2) Given the reactants [CH3:1][O:2][C:3](=[O:20])[CH:4]([C:13]1[CH:18]=[CH:17][C:16](Br)=[CH:15][CH:14]=1)[CH2:5][CH:6]1[CH2:11][CH2:10][N:9]([CH3:12])[CH2:8][CH2:7]1.[C:21]([O:25][C:26](=[O:39])[NH:27][C:28]1[CH:33]=[CH:32][CH:31]=[CH:30][C:29]=1[NH:34][C:35](=[O:38])[CH:36]=[CH2:37])([CH3:24])([CH3:23])[CH3:22].C1(C)C=CC=CC=1P(C1C=CC=CC=1C)C1C=CC=CC=1C.C(N(CC)CC)C.[NH4+].[Cl-], predict the reaction product. The product is: [CH3:1][O:2][C:3](=[O:20])[CH:4]([C:13]1[CH:18]=[CH:17][C:16](/[CH:37]=[CH:36]/[C:35](=[O:38])[NH:34][C:29]2[CH:30]=[CH:31][CH:32]=[CH:33][C:28]=2[NH:27][C:26]([O:25][C:21]([CH3:24])([CH3:23])[CH3:22])=[O:39])=[CH:15][CH:14]=1)[CH2:5][CH:6]1[CH2:11][CH2:10][N:9]([CH3:12])[CH2:8][CH2:7]1.